The task is: Predict the reactants needed to synthesize the given product.. This data is from Full USPTO retrosynthesis dataset with 1.9M reactions from patents (1976-2016). Given the product [CH2:1]([O:8][CH2:9][C@H:10]([NH:27][C:28](=[O:29])[O:30][C:31]([CH3:33])([CH3:34])[CH3:32])[C:11]([NH:13][C@@H:14]([CH2:18][C:19]1[CH:20]=[CH:21][C:22]([O:25][CH3:26])=[CH:23][CH:24]=1)[C:15]([NH:66][C@@H:67]([CH2:74][C:75]1[CH:80]=[CH:79][CH:78]=[CH:77][CH:76]=1)[C:68]([C@@:70]1([CH3:73])[CH2:72][O:71]1)=[O:69])=[O:16])=[O:12])[C:2]1[CH:3]=[CH:4][CH:5]=[CH:6][CH:7]=1, predict the reactants needed to synthesize it. The reactants are: [CH2:1]([O:8][CH2:9][C@H:10]([NH:27][C:28]([O:30][C:31]([CH3:34])([CH3:33])[CH3:32])=[O:29])[C:11]([NH:13][C@@H:14]([CH2:18][C:19]1[CH:24]=[CH:23][C:22]([O:25][CH3:26])=[CH:21][CH:20]=1)[C:15](O)=[O:16])=[O:12])[C:2]1[CH:7]=[CH:6][CH:5]=[CH:4][CH:3]=1.CN(C(ON1N=NC2C=CC=NC1=2)=[N+](C)C)C.F[P-](F)(F)(F)(F)F.OC(C(F)(F)F)=O.[NH2:66][C@@H:67]([CH2:74][C:75]1[CH:80]=[CH:79][CH:78]=[CH:77][CH:76]=1)[C:68]([C@@:70]1([CH3:73])[CH2:72][O:71]1)=[O:69].CCN(C(C)C)C(C)C.